Dataset: Full USPTO retrosynthesis dataset with 1.9M reactions from patents (1976-2016). Task: Predict the reactants needed to synthesize the given product. (1) Given the product [CH3:10][C:6]1([CH3:9])[O:5][C@:4]([CH3:11])([C:3]([Cl:12])=[N:2][O:1][S:14]([CH3:13])(=[O:16])=[O:15])[CH2:8][O:7]1, predict the reactants needed to synthesize it. The reactants are: [OH:1][N:2]=[C:3]([Cl:12])[C@:4]1([CH3:11])[CH2:8][O:7][C:6]([CH3:10])([CH3:9])[O:5]1.[CH3:13][S:14](Cl)(=[O:16])=[O:15].C(N(CC)CC)C. (2) Given the product [CH2:1]([O:3][C:4]([N:6]1[CH2:11][CH2:10][N:9]([C:12](=[O:39])[C@@H:13]([NH:23][C:24]([C:26]2[CH:31]=[C:30]([C:47]3[CH:46]=[CH:45][CH:44]=[C:43]([C:40]([OH:42])=[O:41])[CH:48]=3)[N:29]=[C:28]([C:33]3[CH:38]=[CH:37][CH:36]=[CH:35][CH:34]=3)[N:27]=2)=[O:25])[CH2:14][CH2:15][C:16]([O:18][C:19]([CH3:22])([CH3:21])[CH3:20])=[O:17])[CH2:8][CH2:7]1)=[O:5])[CH3:2], predict the reactants needed to synthesize it. The reactants are: [CH2:1]([O:3][C:4]([N:6]1[CH2:11][CH2:10][N:9]([C:12](=[O:39])[C@@H:13]([NH:23][C:24]([C:26]2[CH:31]=[C:30](Cl)[N:29]=[C:28]([C:33]3[CH:38]=[CH:37][CH:36]=[CH:35][CH:34]=3)[N:27]=2)=[O:25])[CH2:14][CH2:15][C:16]([O:18][C:19]([CH3:22])([CH3:21])[CH3:20])=[O:17])[CH2:8][CH2:7]1)=[O:5])[CH3:2].[C:40]([C:43]1[CH:44]=[C:45](B(O)O)[CH:46]=[CH:47][CH:48]=1)([OH:42])=[O:41].